This data is from Full USPTO retrosynthesis dataset with 1.9M reactions from patents (1976-2016). The task is: Predict the reactants needed to synthesize the given product. (1) The reactants are: [C:1]([C:3]1[CH:11]=[CH:10][C:6]([C:7]([OH:9])=[O:8])=[C:5]([OH:12])[C:4]=1[CH3:13])#[N:2].[Br:14]N1C(=O)CCC1=O.O. Given the product [Br:14][C:11]1[C:3]([C:1]#[N:2])=[C:4]([CH3:13])[C:5]([OH:12])=[C:6]([CH:10]=1)[C:7]([OH:9])=[O:8], predict the reactants needed to synthesize it. (2) Given the product [O:7]=[C:4]1[O:5][N:3]=[C:33]([C:28]2[CH:29]=[CH:30][CH:31]=[CH:32][C:27]=2[C:24]2[CH:25]=[CH:26][C:21]([CH2:20][C:19]3[C:14](=[O:13])[N:15]([C@H:41]4[CH2:46][CH2:45][C@H:44]([O:47][CH2:48][CH:49]([OH:54])[C:50]([F:53])([F:52])[F:51])[CH2:43][CH2:42]4)[C:16]4[N:17]([N:38]=[CH:39][CH:40]=4)[C:18]=3[CH2:35][CH2:36][CH3:37])=[CH:22][CH:23]=2)[NH:34]1, predict the reactants needed to synthesize it. The reactants are: [Cl-].O[NH3+:3].[C:4](=[O:7])([O-])[OH:5].[Na+].CS(C)=O.[O:13]=[C:14]1[C:19]([CH2:20][C:21]2[CH:26]=[CH:25][C:24]([C:27]3[C:28]([C:33]#[N:34])=[CH:29][CH:30]=[CH:31][CH:32]=3)=[CH:23][CH:22]=2)=[C:18]([CH2:35][CH2:36][CH3:37])[N:17]2[N:38]=[CH:39][CH:40]=[C:16]2[N:15]1[C@H:41]1[CH2:46][CH2:45][C@H:44]([O:47][CH2:48][CH:49]([OH:54])[C:50]([F:53])([F:52])[F:51])[CH2:43][CH2:42]1.